Dataset: Forward reaction prediction with 1.9M reactions from USPTO patents (1976-2016). Task: Predict the product of the given reaction. Given the reactants C1([C:7]([C:28]2[CH:33]=[CH:32][CH:31]=CC=2)=[CH:8][CH:9]2[N:18]([CH2:19][CH2:20][N:21]3[CH2:26][CH2:25][CH2:24][CH2:23][CH2:22]3)[C:17](=[O:27])[C:16]3[C:11](=[CH:12][CH:13]=[CH:14][CH:15]=3)[NH:10]2)C=CC=CC=1.C1(C(C2C=CC=CC=2)=CC=O)C=CC=CC=1.[F:50][C:51]1[CH:65]=[CH:64][C:54]([O:55]C2C=CC(C=O)=CC=2)=[CH:53][CH:52]=1, predict the reaction product. The product is: [F:50][C:51]1[CH:65]=[CH:64][C:54]([O:55][C:33]2[CH:32]=[CH:31][C:8]([CH:9]3[N:18]([CH2:19][CH2:20][N:21]4[CH2:26][CH2:25][CH2:24][CH2:23][CH2:22]4)[C:17](=[O:27])[C:16]4[C:11](=[CH:12][CH:13]=[CH:14][CH:15]=4)[NH:10]3)=[CH:7][CH:28]=2)=[CH:53][CH:52]=1.